Regression. Given a peptide amino acid sequence and an MHC pseudo amino acid sequence, predict their binding affinity value. This is MHC class I binding data. From a dataset of Peptide-MHC class I binding affinity with 185,985 pairs from IEDB/IMGT. The peptide sequence is KLMGTITLNA. The MHC is HLA-A02:01 with pseudo-sequence HLA-A02:01. The binding affinity (normalized) is 0.767.